Dataset: Reaction yield outcomes from USPTO patents with 853,638 reactions. Task: Predict the reaction yield, written as a fraction of the theoretical maximum amount of product (1.0 means a 100% yield; for example, 0.34 means a 34% yield). (1) The reactants are Br.Br[CH2:3][C:4]1[CH:9]=[CH:8][CH:7]=[CH:6][N:5]=1.[CH2:10]([NH:17][C:18]([C:20]1[S:24][C:23]([N:25]2[CH:30]=[CH:29][C:28]([OH:31])=[CH:27][C:26]2=[O:32])=[N:22][C:21]=1[CH3:33])=[O:19])[C:11]1[CH:16]=[CH:15][CH:14]=[CH:13][CH:12]=1. No catalyst specified. The product is [CH2:10]([NH:17][C:18]([C:20]1[S:24][C:23]([N:25]2[CH:30]=[CH:29][C:28]([O:31][CH2:3][C:4]3[CH:9]=[CH:8][CH:7]=[CH:6][N:5]=3)=[CH:27][C:26]2=[O:32])=[N:22][C:21]=1[CH3:33])=[O:19])[C:11]1[CH:16]=[CH:15][CH:14]=[CH:13][CH:12]=1. The yield is 0.110. (2) The reactants are CS(O[CH2:6][C@H:7]([C:16]1[CH:21]=[CH:20][CH:19]=[CH:18][CH:17]=1)[NH:8][C:9]([O:11][C:12]([CH3:15])([CH3:14])[CH3:13])=[O:10])(=O)=O.[N-:22]=[N+:23]=[N-:24].[Na+].O. The catalyst is CN(C=O)C. The product is [C:16]1([C@H:7]([NH:8][C:9]([O:11][C:12]([CH3:15])([CH3:14])[CH3:13])=[O:10])[CH2:6][N:22]=[N+:23]=[N-:24])[CH:21]=[CH:20][CH:19]=[CH:18][CH:17]=1. The yield is 0.760.